Dataset: Blood-brain barrier permeability classification from the B3DB database. Task: Regression/Classification. Given a drug SMILES string, predict its absorption, distribution, metabolism, or excretion properties. Task type varies by dataset: regression for continuous measurements (e.g., permeability, clearance, half-life) or binary classification for categorical outcomes (e.g., BBB penetration, CYP inhibition). Dataset: b3db_classification. (1) The compound is CN(C)CCN1C(=O)CC(c2ccccc2)Sc2ccccc21. The result is 1 (penetrates BBB). (2) The compound is CO/N=C(\C(=O)N[C@@H]1C(=O)N2C(C(=O)OCOC(=O)C(C)(C)C)=C(C)CS[C@H]12)c1csc(N)n1. The result is 0 (does not penetrate BBB).